From a dataset of Full USPTO retrosynthesis dataset with 1.9M reactions from patents (1976-2016). Predict the reactants needed to synthesize the given product. (1) Given the product [CH3:1][O:2][C:3](=[O:27])[C:4]1[CH:9]=[C:8]([C:10](=[O:25])[C:11]2[CH:16]=[CH:15][C:14]([NH:17][C:18]3[CH:23]=[CH:22][C:21]([Cl:24])=[CH:20][CH:19]=3)=[CH:13][CH:12]=2)[CH:7]=[C:6]([NH:26][S:39]([C:36]2[CH:35]=[CH:34][C:33]([O:32][CH2:28][CH2:29][CH2:30][CH3:31])=[CH:38][CH:37]=2)(=[O:41])=[O:40])[CH:5]=1, predict the reactants needed to synthesize it. The reactants are: [CH3:1][O:2][C:3](=[O:27])[C:4]1[CH:9]=[C:8]([C:10](=[O:25])[C:11]2[CH:16]=[CH:15][C:14]([NH:17][C:18]3[CH:23]=[CH:22][C:21]([Cl:24])=[CH:20][CH:19]=3)=[CH:13][CH:12]=2)[CH:7]=[C:6]([NH2:26])[CH:5]=1.[CH2:28]([O:32][C:33]1[CH:38]=[CH:37][C:36]([S:39](Cl)(=[O:41])=[O:40])=[CH:35][CH:34]=1)[CH2:29][CH2:30][CH3:31]. (2) Given the product [NH2:21][C@@H:19]([CH3:20])[CH2:18][O:17][CH2:16][CH2:15][O:14][CH2:13][CH2:12][O:11][CH2:10][CH2:9][P:4](=[O:5])([O:3][CH2:1][CH3:2])[O:6][CH2:7][CH3:8], predict the reactants needed to synthesize it. The reactants are: [CH2:1]([O:3][P:4]([CH2:9][CH2:10][O:11][CH2:12][CH2:13][O:14][CH2:15][CH2:16][O:17][CH2:18][C@@H:19]([NH:21]C(=O)OC(C)(C)C)[CH3:20])([O:6][CH2:7][CH3:8])=[O:5])[CH3:2].